Dataset: Peptide-MHC class I binding affinity with 185,985 pairs from IEDB/IMGT. Task: Regression. Given a peptide amino acid sequence and an MHC pseudo amino acid sequence, predict their binding affinity value. This is MHC class I binding data. (1) The peptide sequence is HFRGFSKSI. The MHC is HLA-A68:02 with pseudo-sequence HLA-A68:02. The binding affinity (normalized) is 0. (2) The peptide sequence is KEGKLQCRI. The MHC is HLA-B15:01 with pseudo-sequence HLA-B15:01. The binding affinity (normalized) is 0.0847.